This data is from Forward reaction prediction with 1.9M reactions from USPTO patents (1976-2016). The task is: Predict the product of the given reaction. (1) Given the reactants [Si]([O:8][CH2:9][C@H:10]1[N:14](C(OC(C)(C)C)=O)[C:13](=[O:22])[C@H:12]([CH2:23][C:24]2[CH:29]=[CH:28][CH:27]=[CH:26][CH:25]=2)[CH2:11]1)(C(C)(C)C)(C)C, predict the reaction product. The product is: [OH:8][CH2:9][C@H:10]1[NH:14][C:13](=[O:22])[C@H:12]([CH2:23][C:24]2[CH:29]=[CH:28][CH:27]=[CH:26][CH:25]=2)[CH2:11]1. (2) Given the reactants [CH2:1](N1C2N=CN=C(OC3C=CC(NC(NC(=O)[CH2:1][C:2]4[CH:7]=[CH:6][CH:5]=[CH:4][CH:3]=4)=S)=CC=3F)C=2C=C1)[C:2]1[CH:7]=[CH:6][CH:5]=[CH:4][CH:3]=1.[F:38][C:39]1[CH:40]=[C:41]([NH:55][C:56]([NH:58][C:59](=[O:67])[CH2:60]C2C=CC=CC=2)=[S:57])[CH:42]=[CH:43][C:44]=1[O:45][C:46]1[CH:51]=[CH:50][N:49]=[C:48]2[CH:52]=[CH:53][S:54][C:47]=12.C1(CCC(N=C=S)=O)C=CC=CC=1, predict the reaction product. The product is: [F:38][C:39]1[CH:40]=[C:41]([NH:55][C:56]([NH:58][C:59](=[O:67])[CH2:60][CH2:1][C:2]2[CH:7]=[CH:6][CH:5]=[CH:4][CH:3]=2)=[S:57])[CH:42]=[CH:43][C:44]=1[O:45][C:46]1[CH:51]=[CH:50][N:49]=[C:48]2[CH:52]=[CH:53][S:54][C:47]=12. (3) Given the reactants [CH3:1][O:2][C:3](=[O:15])[C:4]1[CH:9]=[C:8](F)[CH:7]=[CH:6][C:5]=1[S:11]([CH3:14])(=[O:13])=[O:12].Cl.[CH3:17][NH:18][CH3:19].C(=O)([O-])[O-].[K+].[K+], predict the reaction product. The product is: [CH3:1][O:2][C:3](=[O:15])[C:4]1[CH:9]=[C:8]([N:18]([CH3:19])[CH3:17])[CH:7]=[CH:6][C:5]=1[S:11]([CH3:14])(=[O:13])=[O:12].